The task is: Predict the reactants needed to synthesize the given product.. This data is from Full USPTO retrosynthesis dataset with 1.9M reactions from patents (1976-2016). (1) Given the product [Br:1][C:2]1[N:6]2[CH:7]=[C:8]([C:15]3[CH:16]=[N:34][NH:35][CH:19]=3)[CH:9]=[C:10]([C:11]([F:12])([F:13])[F:14])[C:5]2=[N:4][C:3]=1[C:20]([N:22]1[CH2:26][CH2:25][CH:24]([C:27]2[CH:28]=[CH:29][CH:30]=[CH:31][CH:32]=2)[CH2:23]1)=[O:21], predict the reactants needed to synthesize it. The reactants are: [Br:1][C:2]1[N:6]2[CH:7]=[C:8]([C:15]3[CH:19]=CO[CH:16]=3)[CH:9]=[C:10]([C:11]([F:14])([F:13])[F:12])[C:5]2=[N:4][C:3]=1[C:20]([N:22]1[CH2:26][CH2:25][CH:24]([C:27]2[CH:32]=[CH:31][CH:30]=[CH:29][C:28]=2F)[CH2:23]1)=[O:21].[NH:34]1C=C(B2OC(C)(C)C(C)(C)O2)C=[N:35]1. (2) Given the product [NH:3]1[C:4]2[CH:10]=[CH:9][CH:8]=[CH:7][C:5]=2[N:6]=[C:2]1[S:1][CH2:14][C:13]1[CH:16]=[CH:17][CH:18]=[CH:19][C:12]=1[NH2:11], predict the reactants needed to synthesize it. The reactants are: [SH:1][C:2]1[NH:3][C:4]2[CH:10]=[CH:9][CH:8]=[CH:7][C:5]=2[N:6]=1.[NH2:11][C:12]1[CH:19]=[CH:18][CH:17]=[CH:16][C:13]=1[CH2:14]O.S(=O)(=O)(O)O.O.C1(N)C=CC=CC=1.C1(N)C=CC=CC=1.